The task is: Predict the product of the given reaction.. This data is from Forward reaction prediction with 1.9M reactions from USPTO patents (1976-2016). (1) Given the reactants [Cl:1][C:2]1[CH:3]=[CH:4][C:5]2[NH:10][C:9](=[O:11])[O:8][C:7]([C:14]([F:17])([F:16])[F:15])([CH:12]=[CH2:13])[C:6]=2[CH:18]=1.[H-].[Na+].[CH3:21]I.[Cl-].[NH4+], predict the reaction product. The product is: [Cl:1][C:2]1[CH:3]=[CH:4][C:5]2[N:10]([CH3:21])[C:9](=[O:11])[O:8][C:7]([C:14]([F:15])([F:16])[F:17])([CH:12]=[CH2:13])[C:6]=2[CH:18]=1. (2) Given the reactants [F:1][C:2]([F:32])([F:31])[C:3]1[CH:4]=[C:5]([CH:28]=[CH:29][CH:30]=1)[O:6][C:7]1[CH:8]=[C:9]([CH:14]=[C:15]([O:17][C:18]2[CH:23]=[CH:22][CH:21]=[C:20]([C:24]([F:27])([F:26])[F:25])[CH:19]=2)[CH:16]=1)[C:10](OC)=[O:11].O.[NH2:34][NH2:35], predict the reaction product. The product is: [F:1][C:2]([F:32])([F:31])[C:3]1[CH:4]=[C:5]([CH:28]=[CH:29][CH:30]=1)[O:6][C:7]1[CH:8]=[C:9]([C:10]([NH:34][NH2:35])=[O:11])[CH:14]=[C:15]([O:17][C:18]2[CH:23]=[CH:22][CH:21]=[C:20]([C:24]([F:27])([F:26])[F:25])[CH:19]=2)[CH:16]=1. (3) The product is: [CH2:37]([S:44]([C:47]1[CH:48]=[CH:49][C:50]([CH2:53][NH:54][C:10]([C:2]2[NH:1][C:9]3[CH:8]=[CH:7][N:6]=[CH:5][C:4]=3[CH:3]=2)=[O:12])=[CH:51][CH:52]=1)(=[O:46])=[O:45])[C:38]1[CH:39]=[CH:40][CH:41]=[CH:42][CH:43]=1. Given the reactants [NH:1]1[C:9]2[CH:8]=[CH:7][N:6]=[CH:5][C:4]=2[CH:3]=[C:2]1[C:10]([OH:12])=O.N1(O)C2C=CC=CC=2N=N1.C(Cl)CCl.CCN(C(C)C)C(C)C.Cl.[CH2:37]([S:44]([C:47]1[CH:52]=[CH:51][C:50]([CH2:53][NH2:54])=[CH:49][CH:48]=1)(=[O:46])=[O:45])[C:38]1[CH:43]=[CH:42][CH:41]=[CH:40][CH:39]=1, predict the reaction product.